From a dataset of Forward reaction prediction with 1.9M reactions from USPTO patents (1976-2016). Predict the product of the given reaction. (1) The product is: [CH2:14]([N:3]([CH2:1][CH3:2])[C:4]1[CH:9]=[CH:8][C:7]([NH2:10])=[CH:6][C:5]=1[CH3:13])[CH3:15]. Given the reactants [CH2:1]([N:3]([CH2:14][CH3:15])[C:4]1[CH:9]=[CH:8][C:7]([N+:10]([O-])=O)=[CH:6][C:5]=1[CH3:13])[CH3:2], predict the reaction product. (2) Given the reactants CN([C:14]1[N:23]=[C:22]([NH2:24])[C:21]2[C:16](=[CH:17][C:18]([O:27][CH3:28])=[C:19]([O:25][CH3:26])[CH:20]=2)[N:15]=1)CCCNC(C1OCCC1)=O.[NH2:29][C:30]1[C:39]2[C:34](=CC(OC)=C(OC)C=2)[N:33]=[C:32](Cl)N=1.CNCCC#N, predict the reaction product. The product is: [NH2:24][C:22]1[C:21]2[C:16](=[CH:17][C:18]([O:27][CH3:28])=[C:19]([O:25][CH3:26])[CH:20]=2)[N:15]=[C:14]([CH2:32][NH:33][CH2:34][CH2:39][C:30]#[N:29])[N:23]=1. (3) Given the reactants [CH3:1][C:2]1[C:7]2[CH2:8][CH2:9][CH:10]([C:14]([OH:16])=[O:15])[CH2:11][C:12](=[O:13])[C:6]=2[CH:5]=[CH:4][CH:3]=1.[C:17](Cl)(=O)C(Cl)=O, predict the reaction product. The product is: [CH3:17][O:15][C:14]([CH:10]1[CH2:9][CH2:8][C:7]2[C:2]([CH3:1])=[CH:3][CH:4]=[CH:5][C:6]=2[C:12](=[O:13])[CH2:11]1)=[O:16].